This data is from Reaction yield outcomes from USPTO patents with 853,638 reactions. The task is: Predict the reaction yield, written as a fraction of the theoretical maximum amount of product (1.0 means a 100% yield; for example, 0.34 means a 34% yield). (1) The reactants are Br[C:2]1[CH:3]=[C:4]([C:20]2[CH:25]=[CH:24][C:23]([C:26]([O:28][CH2:29][CH3:30])=[O:27])=[CH:22][CH:21]=2)[CH:5]=[CH:6][C:7]=1[O:8][CH2:9][CH2:10][CH2:11][O:12][Si:13]([C:16]([CH3:19])([CH3:18])[CH3:17])([CH3:15])[CH3:14].[CH2:31]([N:33]([CH2:44][CH3:45])[C:34]1[CH:39]=[CH:38][C:37](B(O)O)=[CH:36][C:35]=1[CH3:43])[CH3:32]. The catalyst is C1C=CC([P]([Pd]([P](C2C=CC=CC=2)(C2C=CC=CC=2)C2C=CC=CC=2)([P](C2C=CC=CC=2)(C2C=CC=CC=2)C2C=CC=CC=2)[P](C2C=CC=CC=2)(C2C=CC=CC=2)C2C=CC=CC=2)(C2C=CC=CC=2)C2C=CC=CC=2)=CC=1. The product is [Si:13]([O:12][CH2:11][CH2:10][CH2:9][O:8][C:7]1[CH:6]=[CH:5][C:4]([C:20]2[CH:25]=[CH:24][C:23]([C:26]([O:28][CH2:29][CH3:30])=[O:27])=[CH:22][CH:21]=2)=[CH:3][C:2]=1[C:37]1[CH:38]=[CH:39][C:34]([N:33]([CH2:44][CH3:45])[CH2:31][CH3:32])=[C:35]([CH3:43])[CH:36]=1)([C:16]([CH3:19])([CH3:18])[CH3:17])([CH3:15])[CH3:14]. The yield is 0.950. (2) The reactants are [H-].[Na+].[OH:3][C:4]1[CH:5]=[C:6]2[C:10](=[CH:11][CH:12]=1)[C:9](=[O:13])[NH:8][C:7]2=[O:14].F[C:16]1[CH:21]=[CH:20][C:19]([N+:22]([O-:24])=[O:23])=[CH:18][CH:17]=1. The catalyst is CN(C=O)C.O. The product is [N+:22]([C:19]1[CH:20]=[CH:21][C:16]([O:3][C:4]2[CH:5]=[C:6]3[C:10](=[CH:11][CH:12]=2)[C:9](=[O:13])[NH:8][C:7]3=[O:14])=[CH:17][CH:18]=1)([O-:24])=[O:23]. The yield is 0.620.